Dataset: Forward reaction prediction with 1.9M reactions from USPTO patents (1976-2016). Task: Predict the product of the given reaction. (1) The product is: [Br:1][C:2]1[C:10]2[C:5](=[CH:6][CH:7]=[C:8]([C:11]([NH2:12])=[O:19])[CH:9]=2)[N:4]([CH:13]2[CH2:18][CH2:17][CH2:16][CH2:15][O:14]2)[N:3]=1. Given the reactants [Br:1][C:2]1[C:10]2[C:5](=[CH:6][CH:7]=[C:8]([C:11]#[N:12])[CH:9]=2)[N:4]([CH:13]2[CH2:18][CH2:17][CH2:16][CH2:15][O:14]2)[N:3]=1.[OH:19]O.[OH-].[Na+], predict the reaction product. (2) Given the reactants [Cl:1][C:2]1[S:6][C:5]([C:7]([OH:9])=O)=[CH:4][C:3]=1[C:10]1[N:14]([CH3:15])[N:13]=[CH:12][C:11]=1[Cl:16].[NH2:17][C@@H:18]([CH2:31][C:32]1[CH:37]=[CH:36][CH:35]=[C:34]([F:38])[CH:33]=1)[CH2:19][N:20]1[C:28](=[O:29])[C:27]2[C:22](=[CH:23][CH:24]=[CH:25][CH:26]=2)[C:21]1=[O:30].C(N(CC)C(C)C)(C)C.C1CN([P+](Br)(N2CCCC2)N2CCCC2)CC1.F[P-](F)(F)(F)(F)F, predict the reaction product. The product is: [Cl:1][C:2]1[S:6][C:5]([C:7]([NH:17][C@@H:18]([CH2:31][C:32]2[CH:37]=[CH:36][CH:35]=[C:34]([F:38])[CH:33]=2)[CH2:19][N:20]2[C:28](=[O:29])[C:27]3[C:22](=[CH:23][CH:24]=[CH:25][CH:26]=3)[C:21]2=[O:30])=[O:9])=[CH:4][C:3]=1[C:10]1[N:14]([CH3:15])[N:13]=[CH:12][C:11]=1[Cl:16]. (3) Given the reactants [F:1][C:2]1[CH:7]=[C:6]([F:8])[CH:5]=[CH:4][C:3]=1[C@@:9]1([CH2:13][N:14]2[CH:18]=[N:17][CH:16]=[N:15]2)[C@H:11]([CH3:12])[O:10]1.[N:19]1[CH:24]=[CH:23][CH:22]=[CH:21][C:20]=1[C:25]1[CH2:26][NH:27][CH2:28][CH2:29][CH:30]=1.O.O.O.Cl([O-])(=O)(=O)=O.[Li+], predict the reaction product. The product is: [F:1][C:2]1[CH:7]=[C:6]([F:8])[CH:5]=[CH:4][C:3]=1[C@:9]([OH:10])([C@H:11]([N:27]1[CH2:28][CH2:29][CH:30]=[C:25]([C:20]2[CH:21]=[CH:22][CH:23]=[CH:24][N:19]=2)[CH2:26]1)[CH3:12])[CH2:13][N:14]1[CH:18]=[N:17][CH:16]=[N:15]1. (4) Given the reactants [NH2:1][C:2]1[CH:3]=[C:4]([O:13][CH3:14])[CH:5]=[C:6]2[C:11]=1[N:10]=[CH:9][C:8](Br)=[CH:7]2.[I-:15].[Na+].CNCCNC, predict the reaction product. The product is: [NH2:1][C:2]1[CH:3]=[C:4]([O:13][CH3:14])[CH:5]=[C:6]2[C:11]=1[N:10]=[CH:9][C:8]([I:15])=[CH:7]2. (5) Given the reactants [F:1][C:2]1[CH:3]=[C:4]2[C:11]([C:12]3[N:13]=[N:14][C:15]4[C:20]([CH3:22])([CH3:21])[C:19](=[O:23])[NH:18][C:16]=4[N:17]=3)=[N:10][NH:9][C:5]2=[N:6][C:7]=1[CH3:8].C(=O)([O-])[O-].[Cs+].[Cs+].Br[CH2:31][C:32]1[CH:37]=[CH:36][C:35]([CH3:38])=[C:34]([F:39])[C:33]=1[F:40], predict the reaction product. The product is: [F:39][C:34]1[C:33]([F:40])=[C:32]([CH3:31])[CH:37]=[CH:36][C:35]=1[CH2:38][N:9]1[C:5]2=[N:6][C:7]([CH3:8])=[C:2]([F:1])[CH:3]=[C:4]2[C:11]([C:12]2[N:13]=[N:14][C:15]3[C:20]([CH3:21])([CH3:22])[C:19](=[O:23])[NH:18][C:16]=3[N:17]=2)=[N:10]1. (6) The product is: [OH:2][CH2:1][C:3]1[S:7][C:6]([B:8]([OH:10])[OH:9])=[CH:5][CH:4]=1. Given the reactants [CH:1]([C:3]1[S:7][C:6]([B:8]([OH:10])[OH:9])=[CH:5][CH:4]=1)=[O:2].[BH4-].[Na+], predict the reaction product. (7) Given the reactants [N+:1]([C:4]1[C:12]2[N:11]([CH2:13][C:14](OC)=[O:15])[C:10](=[O:18])[N:9]([CH2:19][C:20]([O:22][CH3:23])=[O:21])[C:8]=2[CH:7]=[CH:6][CH:5]=1)([O-])=O.O.C1(C)C=CC(S(O)(=O)=O)=CC=1, predict the reaction product. The product is: [O:18]=[C:10]1[N:11]2[CH2:13][C:14](=[O:15])[NH:1][C:4]3[CH:5]=[CH:6][CH:7]=[C:8]([C:12]=32)[N:9]1[CH2:19][C:20]([O:22][CH3:23])=[O:21]. (8) The product is: [ClH:19].[CH2:66]([O:65][P:63]([CH2:68][C:69]1[CH:70]=[CH:71][C:72]([C:73]([NH:57][C:53]2[CH:54]=[CH:55][CH:56]=[C:51]([C:42]3[C:43]4[C:38](=[CH:37][C:36]([O:35][CH2:33][CH3:34])=[C:45]5[O:46][C:47]([CH3:50])([CH3:49])[CH2:48][C:44]5=4)[CH2:39][C:40]([CH3:58])([CH3:59])[N:41]=3)[CH:52]=2)=[O:74])=[CH:76][CH:77]=1)(=[O:64])[O:62][CH2:60][CH3:61])[CH3:67]. Given the reactants O.ON1C2C=CC=CC=2N=N1.C(N(CC)CC)C.[ClH:19].C(N=C=NCCCN(C)C)C.Cl.Cl.[CH2:33]([O:35][C:36]1[CH:37]=[C:38]2[C:43](=[C:44]3[CH2:48][C:47]([CH3:50])([CH3:49])[O:46][C:45]=13)[C:42]([C:51]1[CH:52]=[C:53]([NH2:57])[CH:54]=[CH:55][CH:56]=1)=[N:41][C:40]([CH3:59])([CH3:58])[CH2:39]2)[CH3:34].[CH2:60]([O:62][P:63]([CH2:68][C:69]1[CH:77]=[CH:76][C:72]([C:73](O)=[O:74])=[CH:71][CH:70]=1)([O:65][CH2:66][CH3:67])=[O:64])[CH3:61], predict the reaction product.